This data is from Forward reaction prediction with 1.9M reactions from USPTO patents (1976-2016). The task is: Predict the product of the given reaction. (1) Given the reactants [H-].[Na+].[N:3]1[CH:8]=[CH:7][CH:6]=[C:5]([N:9]2[CH:18]=[C:12]3[C:13](=[O:17])[NH:14][CH2:15][CH2:16][C:11]3=[N:10]2)[CH:4]=1.I[CH3:20], predict the reaction product. The product is: [CH3:20][N:14]1[CH2:15][CH2:16][C:11]2=[N:10][N:9]([C:5]3[CH:4]=[N:3][CH:8]=[CH:7][CH:6]=3)[CH:18]=[C:12]2[C:13]1=[O:17]. (2) Given the reactants Br[CH2:2][CH2:3][CH2:4][O:5][C:6]1[CH:40]=[CH:39][C:9]([CH2:10][CH2:11][C:12]2[CH:17]=[CH:16][C:15]([F:18])=[CH:14][C:13]=2[C:19]2[N:24]=[C:23]([N:25]3[C:29]([C:30]([F:33])([F:32])[F:31])=[C:28]([C:34]([O:36][CH2:37][CH3:38])=[O:35])[CH:27]=[N:26]3)[CH:22]=[CH:21][CH:20]=2)=[C:8]([CH3:41])[CH:7]=1.C(=O)([O-])[O-].[Cs+].[Cs+].[CH3:48][O:49][C:50]1[CH:51]=[N:52][NH:53][CH:54]=1, predict the reaction product. The product is: [F:18][C:15]1[CH:16]=[CH:17][C:12]([CH2:11][CH2:10][C:9]2[CH:39]=[CH:40][C:6]([O:5][CH2:4][CH2:3][CH2:2][N:52]3[CH:51]=[C:50]([O:49][CH3:48])[CH:54]=[N:53]3)=[CH:7][C:8]=2[CH3:41])=[C:13]([C:19]2[N:24]=[C:23]([N:25]3[C:29]([C:30]([F:33])([F:32])[F:31])=[C:28]([C:34]([O:36][CH2:37][CH3:38])=[O:35])[CH:27]=[N:26]3)[CH:22]=[CH:21][CH:20]=2)[CH:14]=1. (3) Given the reactants N[C:2]1[N:3]=[N:4][C:5]([C:8]2[CH:9]=[N:10][CH:11]=[C:12]([CH:18]=2)[C:13]([O:15][CH2:16][CH3:17])=[O:14])=[CH:6][N:7]=1.N(OCCC(C)C)=O.C(Br)(Br)[Br:28], predict the reaction product. The product is: [Br:28][C:2]1[N:3]=[N:4][C:5]([C:8]2[CH:9]=[N:10][CH:11]=[C:12]([CH:18]=2)[C:13]([O:15][CH2:16][CH3:17])=[O:14])=[CH:6][N:7]=1.